From a dataset of Catalyst prediction with 721,799 reactions and 888 catalyst types from USPTO. Predict which catalyst facilitates the given reaction. (1) Reactant: [F:1][C:2]1[CH:7]=[CH:6][C:5]([C:8]2[CH:9]=[C:10]3[C:15](=[CH:16][CH:17]=2)[CH:14]=[C:13]([S:18]([O-:20])=[O:19])[CH:12]=[CH:11]3)=[CH:4][CH:3]=1.[Na+].Br[C:23]1[N:31]=[CH:30][N:29]=[C:28]2[C:24]=1[NH:25][CH:26]=[N:27]2. Product: [F:1][C:2]1[CH:7]=[CH:6][C:5]([C:8]2[CH:9]=[C:10]3[C:15](=[CH:16][CH:17]=2)[CH:14]=[C:13]([S:18]([C:23]2[N:31]=[CH:30][N:29]=[C:28]4[C:24]=2[N:25]=[CH:26][NH:27]4)(=[O:20])=[O:19])[CH:12]=[CH:11]3)=[CH:4][CH:3]=1. The catalyst class is: 58. (2) Reactant: Cl[C:2]1[C:3]([CH:5]=[C:6]([NH:10][C:11]2[C:20]3[C:15](=[CH:16][C:17]([O:23][CH3:24])=[C:18]([O:21][CH3:22])[CH:19]=3)[N:14]=[CH:13][N:12]=2)[C:7](=[O:9])[CH:8]=1)=[O:4].[CH3:25][NH:26][CH3:27]. Product: [CH3:22][O:21][C:18]1[CH:19]=[C:20]2[C:15](=[CH:16][C:17]=1[O:23][CH3:24])[N:14]=[CH:13][N:12]=[C:11]2[NH:10][C:6]1[C:7]([CH:8]=[C:2]([N:26]([CH3:27])[CH3:25])[C:3](=[O:4])[CH:5]=1)=[O:9]. The catalyst class is: 1.